From a dataset of Forward reaction prediction with 1.9M reactions from USPTO patents (1976-2016). Predict the product of the given reaction. (1) Given the reactants [S:1]1[CH:5]=[CH:4][CH:3]=[C:2]1[CH2:6][NH:7][C:8]([C:10]1[N:11]=[C:12]2[C:17]([C:18]([F:21])([F:20])[F:19])=[CH:16][C:15](Br)=[CH:14][N:13]2[C:23]=1[Cl:24])=[O:9].[O:25]1[CH:29]=[CH:28][C:27](B(O)O)=[CH:26]1, predict the reaction product. The product is: [S:1]1[CH:5]=[CH:4][CH:3]=[C:2]1[CH2:6][NH:7][C:8]([C:10]1[N:11]=[C:12]2[C:17]([C:18]([F:21])([F:20])[F:19])=[CH:16][C:15]([C:27]3[CH:28]=[CH:29][O:25][CH:26]=3)=[CH:14][N:13]2[C:23]=1[Cl:24])=[O:9]. (2) Given the reactants Cl[C:2]1[N:7]=[C:6]([CH2:8][NH:9][CH2:10][C:11]2[CH:12]=[N:13][CH:14]=[CH:15][CH:16]=2)[CH:5]=[C:4]([N:17]2[CH2:22][CH2:21][O:20][CH2:19][CH2:18]2)[N:3]=1.[NH:23]1[C:31]2[CH:30]=[CH:29][CH:28]=[C:27](B(O)O)[C:26]=2[CH:25]=[CH:24]1, predict the reaction product. The product is: [NH:23]1[C:31]2[C:26](=[C:27]([C:2]3[N:7]=[C:6]([CH2:8][NH:9][CH2:10][C:11]4[CH:12]=[N:13][CH:14]=[CH:15][CH:16]=4)[CH:5]=[C:4]([N:17]4[CH2:22][CH2:21][O:20][CH2:19][CH2:18]4)[N:3]=3)[CH:28]=[CH:29][CH:30]=2)[CH:25]=[CH:24]1. (3) Given the reactants I[C:2]1[N:3]=[C:4]2[C:10]3[CH:11]=[C:12]([C:15]([O-:17])=[O:16])[CH:13]=[CH:14][C:9]=3[O:8][CH2:7][CH2:6][N:5]2[CH:18]=1.[Cu](C#N)[C:20]#[N:21].[CH3:24]N(C)C=O, predict the reaction product. The product is: [C:20]([C:2]1[N:3]=[C:4]2[C:10]3[CH:11]=[C:12]([C:15]([O:17][CH3:24])=[O:16])[CH:13]=[CH:14][C:9]=3[O:8][CH2:7][CH2:6][N:5]2[CH:18]=1)#[N:21]. (4) Given the reactants [NH2:1][C:2]1[C:3]([I:26])=[C:4]([C:18]([NH:20][CH2:21][CH:22]([OH:25])[CH2:23][OH:24])=[O:19])[C:5]([I:17])=[C:6]([C:15]=1[I:16])[C:7]([NH:9][CH2:10][CH:11]([OH:14])[CH2:12][OH:13])=[O:8].[C:27](Cl)(=[O:31])[C:28]([CH3:30])=[CH2:29], predict the reaction product. The product is: [CH2:29]=[C:28]([C:27]([NH:1][C:2]1[C:15]([I:16])=[C:6]([C:7]([NH:9][CH2:10][CH:11]([OH:14])[CH2:12][OH:13])=[O:8])[C:5]([I:17])=[C:4]([C:3]=1[I:26])[C:18]([NH:20][CH2:21][CH:22]([OH:25])[CH2:23][OH:24])=[O:19])=[O:31])[CH3:30]. (5) Given the reactants [CH3:1][C:2]1([N:8]2[C:19]3[C:11](=[CH:12][N:13]=[C:14]4[C:18]=3[CH:17]=[CH:16][NH:15]4)[N:10]=[N:9]2)[CH2:7][CH2:6][NH:5][CH2:4][CH2:3]1.[C:20](#[N:23])[CH:21]=[CH2:22], predict the reaction product. The product is: [CH3:1][C:2]1([N:8]2[C:19]3[C:11](=[CH:12][N:13]=[C:14]4[C:18]=3[CH:17]=[CH:16][NH:15]4)[N:10]=[N:9]2)[CH2:7][CH2:6][N:5]([CH2:22][CH2:21][C:20]#[N:23])[CH2:4][CH2:3]1. (6) Given the reactants [Br:1]N1C(=O)CCC1=O.[N:9]1([C:18]([O:20][C:21]([CH3:24])([CH3:23])[CH3:22])=[O:19])[CH2:13][CH2:12][CH2:11][CH:10]1[C:14]([O:16][CH3:17])=[O:15], predict the reaction product. The product is: [Br:1][C:11]1[CH:12]=[CH:13][N:9]([C:18]([O:20][C:21]([CH3:24])([CH3:23])[CH3:22])=[O:19])[C:10]=1[C:14]([O:16][CH3:17])=[O:15]. (7) Given the reactants [F:1][CH:2]([F:14])[O:3][C:4]1[CH:9]=[C:8]([F:10])[C:7]([CH2:11]O)=[C:6]([F:13])[CH:5]=1.[BrH:15], predict the reaction product. The product is: [Br:15][CH2:11][C:7]1[C:8]([F:10])=[CH:9][C:4]([O:3][CH:2]([F:14])[F:1])=[CH:5][C:6]=1[F:13]. (8) Given the reactants [C:1]([NH:9][C:10]1[CH:19]=[CH:18][C:13]([C:14]([O:16]C)=[O:15])=[CH:12][CH:11]=1)(=[O:8])[C:2]1[CH:7]=[CH:6][CH:5]=[CH:4][CH:3]=1.O[Li].O.Cl, predict the reaction product. The product is: [C:1]([NH:9][C:10]1[CH:11]=[CH:12][C:13]([C:14]([OH:16])=[O:15])=[CH:18][CH:19]=1)(=[O:8])[C:2]1[CH:3]=[CH:4][CH:5]=[CH:6][CH:7]=1. (9) Given the reactants [CH3:1][C@@H:2]1[CH2:7][CH2:6][CH2:5][NH:4][C@@H:3]1[CH2:8][N:9]1[C:17](=[O:18])[C:16]2[C:11](=[CH:12][CH:13]=[CH:14][CH:15]=2)[C:10]1=[O:19].[F:20][C:21]1[C:22]([I:30])=[C:23]([CH:27]=[CH:28][CH:29]=1)[C:24](O)=[O:25].C(N(C(C)C)CC)(C)C.CN(C(ON1N=NC2C=CC=NC1=2)=[N+](C)C)C.F[P-](F)(F)(F)(F)F, predict the reaction product. The product is: [F:20][C:21]1[C:22]([I:30])=[C:23]([CH:27]=[CH:28][CH:29]=1)[C:24]([N:4]1[CH2:5][CH2:6][CH2:7][C@@H:2]([CH3:1])[C@H:3]1[CH2:8][N:9]1[C:17](=[O:18])[C:16]2[C:11](=[CH:12][CH:13]=[CH:14][CH:15]=2)[C:10]1=[O:19])=[O:25].